From a dataset of Forward reaction prediction with 1.9M reactions from USPTO patents (1976-2016). Predict the product of the given reaction. Given the reactants Br[C:2]1[CH:3]=[CH:4][C:5]([F:32])=[C:6]([C@:8]23[CH2:16][O:15][C@H:14]([C:17]([CH:20]4[CH2:22][CH2:21]4)([F:19])[F:18])[C@H:13]2[CH2:12][S:11][C:10]([NH:23][C:24](=[O:31])[C:25]2[CH:30]=[CH:29][CH:28]=[CH:27][CH:26]=2)=[N:9]3)[CH:7]=1.C[NH:34][C@@H]1CCCC[C@H]1NC.[N-]=[N+]=[N-].[Na+].O=C1O[C@H]([C@H](CO)O)C([O-])=C1O.[Na+], predict the reaction product. The product is: [NH2:34][C:2]1[CH:3]=[CH:4][C:5]([F:32])=[C:6]([C@:8]23[CH2:16][O:15][C@H:14]([C:17]([CH:20]4[CH2:22][CH2:21]4)([F:19])[F:18])[C@H:13]2[CH2:12][S:11][C:10]([NH:23][C:24](=[O:31])[C:25]2[CH:30]=[CH:29][CH:28]=[CH:27][CH:26]=2)=[N:9]3)[CH:7]=1.